Dataset: Forward reaction prediction with 1.9M reactions from USPTO patents (1976-2016). Task: Predict the product of the given reaction. (1) Given the reactants [F:1][C:2]1[CH:3]=[C:4]([C:9]2([O:14][CH3:15])[CH2:13][CH2:12][NH:11][CH2:10]2)[CH:5]=[CH:6][C:7]=1[F:8].C(=O)([O-])[O-].[K+].[K+].[CH2:22](Br)[CH2:23][CH2:24][CH3:25], predict the reaction product. The product is: [CH2:22]([N:11]1[CH2:12][CH2:13][C:9]([C:4]2[CH:5]=[CH:6][C:7]([F:8])=[C:2]([F:1])[CH:3]=2)([O:14][CH3:15])[CH2:10]1)[CH2:23][CH2:24][CH3:25]. (2) Given the reactants [Br:1][C:2]1[CH:10]=[CH:9][C:5]([C:6]([OH:8])=O)=[C:4]([O:11][CH3:12])[CH:3]=1.[CH3:13][C:14]1[CH:19]=[C:18]([CH3:20])[CH:17]=[CH:16][C:15]=1[N:21]1[CH2:26][CH2:25][NH:24][CH2:23][CH2:22]1, predict the reaction product. The product is: [Br:1][C:2]1[CH:10]=[CH:9][C:5]([C:6]([N:24]2[CH2:25][CH2:26][N:21]([C:15]3[CH:16]=[CH:17][C:18]([CH3:20])=[CH:19][C:14]=3[CH3:13])[CH2:22][CH2:23]2)=[O:8])=[C:4]([O:11][CH3:12])[CH:3]=1. (3) Given the reactants [CH2:1]([O:8][C:9]1[CH:14]=[CH:13][C:12]([CH2:15][CH2:16][CH:17]2[O:21][C:20](=[O:22])[CH:19]=[C:18]2[O:23]C)=[CH:11][CH:10]=1)[C:2]1[CH:7]=[CH:6][CH:5]=[CH:4][CH:3]=1.Cl, predict the reaction product. The product is: [CH2:1]([O:8][C:9]1[CH:14]=[CH:13][C:12]([CH2:15][CH2:16][CH:17]2[O:21][C:20](=[O:22])[CH:19]=[C:18]2[OH:23])=[CH:11][CH:10]=1)[C:2]1[CH:7]=[CH:6][CH:5]=[CH:4][CH:3]=1. (4) Given the reactants O1[C:5]2=[N:6][CH:7]=[CH:8][C:9]([NH:10][C:11](=[O:21])[CH2:12][NH:13]C(=O)OC(C)(C)C)=[C:4]2C=C1.[ClH:22].[O:23]1CCO[CH2:25][CH2:24]1, predict the reaction product. The product is: [ClH:22].[NH2:13][CH2:12][C:11]([NH:10][C:9]1[CH:8]=[CH:7][N:6]=[C:5]2[CH:25]=[CH:24][O:23][C:4]=12)=[O:21]. (5) Given the reactants [O:1]1[CH2:5][CH2:4][C@@H:3]([NH:6][C@H:7]2[CH2:11][CH2:10][N:9]([C:12]([O:14][C:15]([CH3:18])([CH3:17])[CH3:16])=[O:13])[CH2:8]2)[CH2:2]1.[F:19][C:20]([F:30])([F:29])[C:21]1[CH:28]=[CH:27][CH:26]=[CH:25][C:22]=1[CH2:23]Br.C(=O)([O-])[O-].[K+].[K+], predict the reaction product. The product is: [O:1]1[CH2:5][CH2:4][C@@H:3]([N:6]([CH2:23][C:22]2[CH:25]=[CH:26][CH:27]=[CH:28][C:21]=2[C:20]([F:19])([F:29])[F:30])[C@H:7]2[CH2:11][CH2:10][N:9]([C:12]([O:14][C:15]([CH3:18])([CH3:17])[CH3:16])=[O:13])[CH2:8]2)[CH2:2]1. (6) Given the reactants [OH:1][C:2]1[CH:9]=[CH:8][C:5]([CH:6]=[O:7])=[CH:4][CH:3]=1.C(=O)([O-])[O-].[K+].[K+].[I-].[K+].[CH2:18](Br)[C:19]1[CH:24]=[CH:23][CH:22]=[CH:21][CH:20]=1, predict the reaction product. The product is: [CH2:18]([O:1][C:2]1[CH:9]=[CH:8][C:5]([CH:6]=[O:7])=[CH:4][CH:3]=1)[C:19]1[CH:24]=[CH:23][CH:22]=[CH:21][CH:20]=1. (7) Given the reactants [NH2:1][C:2]1[N:7]=[C:6](Cl)[C:5]([C:9]#[N:10])=[C:4]([C:11]2[CH:16]=[CH:15][CH:14]=[CH:13][CH:12]=2)[N:3]=1.[CH:17]([Sn](CCCC)(CCCC)CCCC)=[CH2:18].C(=O)([O-])[O-].[Na+].[Na+], predict the reaction product. The product is: [NH2:1][C:2]1[N:3]=[C:4]([C:11]2[CH:16]=[CH:15][CH:14]=[CH:13][CH:12]=2)[C:5]([C:9]#[N:10])=[C:6]([CH:17]=[CH2:18])[N:7]=1. (8) Given the reactants Cl.[NH:2]1[CH:6]=[CH:5][N:4]=[C:3]1[C:7]1[CH:14]=[CH:13][CH:12]=[CH:11][C:8]=1[C:9]#[N:10].[OH-].[Na+], predict the reaction product. The product is: [NH:2]1[CH:6]=[CH:5][N:4]=[C:3]1[C:7]1[CH:14]=[CH:13][CH:12]=[CH:11][C:8]=1[C:9]#[N:10]. (9) Given the reactants [NH2:1][C:2]1[N:17]=[CH:16][C:15](Br)=[CH:14][C:3]=1[C:4]([NH:6][C:7]1[CH:12]=[CH:11][N:10]=[C:9]([CH3:13])[CH:8]=1)=[O:5].CC1(C)C(C)(C)OB([C:27]2[CH:28]=[C:29]([CH2:32][N:33]3[CH2:38][CH2:37][O:36][CH2:35][CH2:34]3)[S:30][CH:31]=2)O1, predict the reaction product. The product is: [NH2:1][C:2]1[N:17]=[CH:16][C:15]([C:27]2[CH:28]=[C:29]([CH2:32][N:33]3[CH2:34][CH2:35][O:36][CH2:37][CH2:38]3)[S:30][CH:31]=2)=[CH:14][C:3]=1[C:4]([NH:6][C:7]1[CH:12]=[CH:11][N:10]=[C:9]([CH3:13])[CH:8]=1)=[O:5]. (10) The product is: [C:13]([C:10]1[CH:11]=[CH:12][C:7]([OH:6])=[CH:8][CH:9]=1)([C:15]1[CH:16]=[CH:17][C:18]([OH:21])=[CH:19][CH:20]=1)=[CH2:14]. Given the reactants B(Br)(Br)Br.C[O:6][C:7]1[CH:12]=[CH:11][C:10]([C:13]([C:15]2[CH:20]=[CH:19][C:18]([O:21]C)=[CH:17][CH:16]=2)=[CH2:14])=[CH:9][CH:8]=1, predict the reaction product.